The task is: Predict the reactants needed to synthesize the given product.. This data is from Full USPTO retrosynthesis dataset with 1.9M reactions from patents (1976-2016). (1) Given the product [CH2:13]([NH:15][C:16](=[O:17])[NH:18][C:19]1[N:24]=[C:23]([N:25]2[CH2:30][CH2:29][N:28]([CH2:31][CH2:32][O:33][C:11](=[O:12])[NH:10][C:5]3[CH:6]=[CH:7][CH:8]=[CH:9][C:4]=3[O:3][CH2:1][CH3:2])[CH2:27][CH2:26]2)[CH:22]=[N:21][CH:20]=1)[CH3:14], predict the reactants needed to synthesize it. The reactants are: [CH2:1]([O:3][C:4]1[CH:9]=[CH:8][CH:7]=[CH:6][C:5]=1[N:10]=[C:11]=[O:12])[CH3:2].[CH2:13]([NH:15][C:16]([NH:18][C:19]1[N:24]=[C:23]([N:25]2[CH2:30][CH2:29][N:28]([CH2:31][CH2:32][OH:33])[CH2:27][CH2:26]2)[CH:22]=[N:21][CH:20]=1)=[O:17])[CH3:14]. (2) Given the product [F:1][C:2]1[CH:29]=[C:28]([F:30])[CH:27]=[CH:26][C:3]=1[CH2:4][O:5][C:6]1[N:7]=[C:8]([S:24][CH3:25])[N:9]([C:13]2[CH:14]=[C:15]([CH:20]=[CH:21][C:22]=2[CH3:23])[C:16]([OH:18])=[O:17])[C:10](=[O:12])[CH:11]=1, predict the reactants needed to synthesize it. The reactants are: [F:1][C:2]1[CH:29]=[C:28]([F:30])[CH:27]=[CH:26][C:3]=1[CH2:4][O:5][C:6]1[N:7]=[C:8]([S:24][CH3:25])[N:9]([C:13]2[CH:14]=[C:15]([CH:20]=[CH:21][C:22]=2[CH3:23])[C:16]([O:18]C)=[O:17])[C:10](=[O:12])[CH:11]=1.O1CCOCC1.C(O)(=O)CC(CC(O)=O)(C(O)=O)O. (3) Given the product [CH2:25]([O:27][C:28](=[O:40])[CH2:29][CH2:30][C:31]1[CH:36]=[CH:35][C:34]([O:11][C@H:9]([CH3:10])[CH2:8][CH2:7][O:6][C:5]2[CH:16]=[CH:17][C:2]([Cl:1])=[CH:3][C:4]=2[O:18][C:19]2[CH:24]=[CH:23][CH:22]=[CH:21][CH:20]=2)=[CH:33][C:32]=1[CH2:38][CH3:39])[CH3:26], predict the reactants needed to synthesize it. The reactants are: [Cl:1][C:2]1[CH:17]=[CH:16][C:5]([O:6][CH2:7][CH2:8][C@@H:9]([O:11]S(C)(=O)=O)[CH3:10])=[C:4]([O:18][C:19]2[CH:24]=[CH:23][CH:22]=[CH:21][CH:20]=2)[CH:3]=1.[CH2:25]([O:27][C:28](=[O:40])[CH2:29][CH2:30][C:31]1[CH:36]=[CH:35][C:34](O)=[CH:33][C:32]=1[CH2:38][CH3:39])[CH3:26]. (4) Given the product [Cl:19][C:12]1[C:11]([NH:10][C:26](=[O:27])[CH2:25][O:24][C:21](=[O:23])[CH3:22])=[C:16]([Cl:17])[CH:15]=[C:14]([CH3:18])[N:13]=1, predict the reactants needed to synthesize it. The reactants are: CN(C)C1C=CC=CC=1.[NH2:10][C:11]1[C:12]([Cl:19])=[N:13][C:14]([CH3:18])=[CH:15][C:16]=1[Cl:17].O.[C:21]([O:24][CH2:25][C:26](Cl)=[O:27])(=[O:23])[CH3:22]. (5) Given the product [C:1]1([O:7][C:8](=[O:44])[N:9]([C:19]2[CH:24]=[C:23]([O:25][C:26]3[CH:31]=[CH:30][C:29]([NH2:32])=[CH:28][C:27]=3[F:43])[CH:22]=[CH:21][N:20]=2)[C:10]([O:12][C:13]2[CH:14]=[CH:15][CH:16]=[CH:17][CH:18]=2)=[O:11])[CH:2]=[CH:3][CH:4]=[CH:5][CH:6]=1, predict the reactants needed to synthesize it. The reactants are: [C:1]1([O:7][C:8](=[O:44])[N:9]([C:19]2[CH:24]=[C:23]([O:25][C:26]3[CH:31]=[CH:30][C:29]([NH:32]C(OCC4C=CC=CC=4)=O)=[CH:28][C:27]=3[F:43])[CH:22]=[CH:21][N:20]=2)[C:10]([O:12][C:13]2[CH:18]=[CH:17][CH:16]=[CH:15][CH:14]=2)=[O:11])[CH:6]=[CH:5][CH:4]=[CH:3][CH:2]=1.